Dataset: Catalyst prediction with 721,799 reactions and 888 catalyst types from USPTO. Task: Predict which catalyst facilitates the given reaction. (1) Reactant: [CH2:1]([S:3]([C:6]1[CH:11]=[CH:10][C:9]([F:12])=[CH:8][CH:7]=1)(=[O:5])=[O:4])[CH3:2].[N+:13]([O-])([O-:15])=[O:14].[K+]. Product: [CH2:1]([S:3]([C:6]1[CH:11]=[CH:10][C:9]([F:12])=[C:8]([N+:13]([O-:15])=[O:14])[CH:7]=1)(=[O:4])=[O:5])[CH3:2]. The catalyst class is: 65. (2) Reactant: [F:1][C:2]1[CH:15]=[CH:14][CH:13]=[C:12]([F:16])[C:3]=1[C:4]([NH:6][C:7]1[CH:11]=[CH:10][NH:9][N:8]=1)=[O:5].C[Si]([N-][Si](C)(C)C)(C)C.[Li+].[C:27]1([CH2:33][O:34][C:35]2[CH:40]=[CH:39][C:38]([CH2:41]Br)=[C:37]([C:43]([F:46])([F:45])[F:44])[CH:36]=2)[CH:32]=[CH:31][CH:30]=[CH:29][CH:28]=1. Product: [F:1][C:2]1[CH:15]=[CH:14][CH:13]=[C:12]([F:16])[C:3]=1[C:4]([NH:6][C:7]1[CH:11]=[CH:10][N:9]([CH2:41][C:38]2[CH:39]=[CH:40][C:35]([O:34][CH2:33][C:27]3[CH:32]=[CH:31][CH:30]=[CH:29][CH:28]=3)=[CH:36][C:37]=2[C:43]([F:44])([F:45])[F:46])[N:8]=1)=[O:5]. The catalyst class is: 1. (3) The catalyst class is: 21. Reactant: [C:1]([CH:3]([C:8]1[C:16]([O:17][CH3:18])=[CH:15][C:14]([CH3:19])=[C:13]2[C:9]=1[CH:10]=[CH:11][N:12]2[C:20]([O:22][C:23]([CH3:26])([CH3:25])[CH3:24])=[O:21])[C:4]([O:6][CH3:7])=[O:5])#[N:2].IC.[C:29](=O)([O-])[O-].[K+].[K+]. Product: [C:1]([C:3]([C:8]1[C:16]([O:17][CH3:18])=[CH:15][C:14]([CH3:19])=[C:13]2[C:9]=1[CH:10]=[CH:11][N:12]2[C:20]([O:22][C:23]([CH3:26])([CH3:25])[CH3:24])=[O:21])([CH3:29])[C:4]([O:6][CH3:7])=[O:5])#[N:2]. (4) Product: [Cl:1][C:2]1[CH:11]=[CH:10][C:9]2[C:4](=[C:5]([NH:12][C:18]([C:16]3[N:15]=[CH:14][S:13][CH:17]=3)=[O:19])[CH:6]=[CH:7][CH:8]=2)[N:3]=1. Reactant: [Cl:1][C:2]1[CH:11]=[CH:10][C:9]2[C:4](=[C:5]([NH2:12])[CH:6]=[CH:7][CH:8]=2)[N:3]=1.[S:13]1[CH:17]=[C:16]([C:18](O)=[O:19])[N:15]=[CH:14]1.CN(C(ON1N=NC2C=CC=NC1=2)=[N+](C)C)C.F[P-](F)(F)(F)(F)F.CCN(C(C)C)C(C)C. The catalyst class is: 3. (5) Reactant: [F:1][C:2]1[CH:3]=[CH:4][C:5]([O:10][C:11]2[CH:20]=[CH:19][C:14]3[C:15]([CH3:18])=[N:16][O:17][C:13]=3[CH:12]=2)=[C:6]([CH:9]=1)[C:7]#[N:8].[H-].[Al+3].[Li+].[H-].[H-].[H-]. Product: [F:1][C:2]1[CH:3]=[CH:4][C:5]([O:10][C:11]2[CH:20]=[CH:19][C:14]3[C:15]([CH3:18])=[N:16][O:17][C:13]=3[CH:12]=2)=[C:6]([CH:9]=1)[CH2:7][NH2:8]. The catalyst class is: 1. (6) Reactant: [CH2:1]1[C:10]2[C:5](=[CH:6][C:7]([O:11][C:12]3[CH:20]=[CH:19][C:15]([C:16]([NH2:18])=[O:17])=[CH:14][N:13]=3)=[CH:8][CH:9]=2)[CH2:4][CH2:3][NH:2]1.CN(C=O)C.CCN(CC)CC.[CH2:33](Br)[CH2:34][C:35]1[CH:40]=[CH:39][CH:38]=[CH:37][CH:36]=1. Product: [CH2:33]([N:2]1[CH2:3][CH2:4][C:5]2[C:10](=[CH:9][CH:8]=[C:7]([O:11][C:12]3[CH:20]=[CH:19][C:15]([C:16]([NH2:18])=[O:17])=[CH:14][N:13]=3)[CH:6]=2)[CH2:1]1)[CH2:34][C:35]1[CH:40]=[CH:39][CH:38]=[CH:37][CH:36]=1. The catalyst class is: 84. (7) Reactant: CS(O[CH2:6][C@H:7]1[CH2:12][CH2:11][C@H:10]([NH:13][C:14]2[C:23]3[C:18](=[CH:19][CH:20]=[C:21]([Br:24])[CH:22]=3)[N:17]=[CH:16][C:15]=2[C:25]([CH:27]2[CH2:29][CH2:28]2)=[O:26])[CH2:9][CH2:8]1)(=O)=O.Cl.[CH3:31][O:32][CH:33]1[CH2:37][CH2:36][NH:35][CH2:34]1.C([O-])([O-])=O.[K+].[K+].C(N(CC)C(C)C)(C)C. Product: [Br:24][C:21]1[CH:22]=[C:23]2[C:18](=[CH:19][CH:20]=1)[N:17]=[CH:16][C:15]([C:25]([CH:27]1[CH2:28][CH2:29]1)=[O:26])=[C:14]2[NH:13][C@H:10]1[CH2:9][CH2:8][C@H:7]([CH2:6][N:35]2[CH2:36][CH2:37][CH:33]([O:32][CH3:31])[CH2:34]2)[CH2:12][CH2:11]1. The catalyst class is: 10.